From a dataset of Reaction yield outcomes from USPTO patents with 853,638 reactions. Predict the reaction yield, written as a fraction of the theoretical maximum amount of product (1.0 means a 100% yield; for example, 0.34 means a 34% yield). (1) The reactants are [NH:1]([C:3]1[CH:12]=[CH:11][C:6]([C:7]([O:9][CH3:10])=[O:8])=[CH:5][CH:4]=1)[NH2:2].Br[CH2:14][CH2:15][C:16]1[CH:17]=[CH:18][C:19]([CH3:22])=[N:20][CH:21]=1. The catalyst is C(N(CC)CC)C. The product is [CH3:22][C:19]1[N:20]=[CH:21][C:16]([CH2:15][CH2:14][N:1]([C:3]2[CH:4]=[CH:5][C:6]([C:7]([O:9][CH3:10])=[O:8])=[CH:11][CH:12]=2)[NH2:2])=[CH:17][CH:18]=1. The yield is 0.285. (2) The reactants are [CH2:1]([NH2:15])[CH2:2][CH2:3][CH2:4][CH2:5][CH2:6][CH2:7][CH2:8][CH2:9][CH2:10][CH2:11][CH2:12][CH2:13][CH3:14].[S:16](N)([NH2:19])(=[O:18])=[O:17]. No catalyst specified. The product is [CH2:1]([NH:15][S:16]([NH2:19])(=[O:18])=[O:17])[CH2:2][CH2:3][CH2:4][CH2:5][CH2:6][CH2:7][CH2:8][CH2:9][CH2:10][CH2:11][CH2:12][CH2:13][CH3:14]. The yield is 0.630. (3) The reactants are [C:1]1([C:29]2[CH:34]=[CH:33][CH:32]=[CH:31][CH:30]=2)[CH:6]=[CH:5][C:4]([N:7]2[C:19]3[CH:18]=[C:17]4[C:20]([CH3:28])([CH3:27])[C:21]5[C:26]([C:16]4=[CH:15][C:14]=3[C:13]3[C:8]2=[CH:9][CH:10]=[CH:11][CH:12]=3)=[CH:25][CH:24]=[CH:23][CH:22]=5)=[CH:3][CH:2]=1.[Br:35]N1C(=O)CCC1=O. The catalyst is C(#N)C. The product is [C:1]1([C:29]2[CH:34]=[CH:33][CH:32]=[CH:31][CH:30]=2)[CH:2]=[CH:3][C:4]([N:7]2[C:19]3[CH:18]=[C:17]4[C:20]([CH3:27])([CH3:28])[C:21]5[C:26]([C:16]4=[CH:15][C:14]=3[C:13]3[C:8]2=[CH:9][CH:10]=[C:11]([Br:35])[CH:12]=3)=[CH:25][CH:24]=[CH:23][CH:22]=5)=[CH:5][CH:6]=1. The yield is 0.530. (4) The reactants are C[O:2][C:3]1[CH:4]=[CH:5][CH:6]=[C:7]2[C:12]=1[CH2:11][NH:10][CH2:9][CH2:8]2.Br. No catalyst specified. The product is [CH2:11]1[C:12]2[C:7](=[CH:6][CH:5]=[CH:4][C:3]=2[OH:2])[CH2:8][CH2:9][NH:10]1. The yield is 0.800. (5) The reactants are [Cl:1][C:2]1[CH:3]=[CH:4][C:5]([S:11]([NH:14][CH:15]([CH3:17])[CH3:16])(=[O:13])=[O:12])=[C:6]([CH:10]=1)[C:7]([OH:9])=O.ClC1C=C(C=CC=1S(NC(C)C)(=O)=O)C(O)=O.Cl.Cl.[CH3:37][C:38]1[N:42]([CH:43]2[CH2:49][CH:48]3[N:50]([CH2:51][CH2:52][C:53]4([C:59]5[CH:64]=[CH:63][CH:62]=[CH:61][CH:60]=5)[CH2:58][CH2:57][NH:56][CH2:55][CH2:54]4)[CH:45]([CH2:46][CH2:47]3)[CH2:44]2)[C:41]2[CH:65]=[CH:66][CH:67]=[CH:68][C:40]=2[N:39]=1.CC1N(C2CC3N(CCC4(C5C=CC=CC=5)CCN(C(C5C=CC=CC=5S(NC(=O)OC(C)(C)C)(=O)=O)=O)CC4)C(CC3)C2)C2C=CC=CC=2N=1. No catalyst specified. The product is [Cl:1][C:2]1[CH:3]=[CH:4][C:5]([S:11]([NH:14][CH:15]([CH3:17])[CH3:16])(=[O:13])=[O:12])=[C:6]([C:7]([N:56]2[CH2:55][CH2:54][C:53]([CH2:52][CH2:51][N:50]3[CH:45]4[CH2:46][CH2:47][CH:48]3[CH2:49][CH:43]([N:42]3[C:41]5[CH:65]=[CH:66][CH:67]=[CH:68][C:40]=5[N:39]=[C:38]3[CH3:37])[CH2:44]4)([C:59]3[CH:60]=[CH:61][CH:62]=[CH:63][CH:64]=3)[CH2:58][CH2:57]2)=[O:9])[CH:10]=1. The yield is 0.220. (6) The reactants are [CH2:1]([O:8][CH2:9][C@H:10]([C@H:13]([O:15][Si:16]([C:19]([CH3:22])([CH3:21])[CH3:20])([CH3:18])[CH3:17])[CH3:14])[CH2:11]O)[C:2]1[CH:7]=[CH:6][CH:5]=[CH:4][CH:3]=1.[C:23]([N:31]1[C:36](=[O:37])[C:35]([CH3:38])=[CH:34][NH:33][C:32]1=[O:39])(=[O:30])[C:24]1[CH:29]=[CH:28][CH:27]=[CH:26][CH:25]=1.C1(P(C2C=CC=CC=2)C2C=CC=CC=2)C=CC=CC=1.CC(OC(/N=N/C(OC(C)C)=O)=O)C. The catalyst is C1COCC1. The product is [CH2:1]([O:8][CH2:9][C@@H:10]([CH2:11][N:33]1[CH:34]=[C:35]([CH3:38])[C:36](=[O:37])[N:31]([C:23](=[O:30])[C:24]2[CH:25]=[CH:26][CH:27]=[CH:28][CH:29]=2)[C:32]1=[O:39])[C@H:13]([O:15][Si:16]([C:19]([CH3:22])([CH3:21])[CH3:20])([CH3:18])[CH3:17])[CH3:14])[C:2]1[CH:7]=[CH:6][CH:5]=[CH:4][CH:3]=1. The yield is 0.810. (7) The reactants are [CH3:1][O:2][C:3]([C:5]1[CH2:31][N:10]2[C:11]3[CH:12]=[C:13]([C:24]([O:26]C(C)(C)C)=[O:25])[CH:14]=[CH:15][C:16]=3[C:17]([CH:18]3[CH2:23][CH2:22][CH2:21][CH2:20][CH2:19]3)=[C:9]2[C:8]2[CH:32]=[CH:33][C:34]([O:36][CH3:37])=[CH:35][C:7]=2[CH:6]=1)=[O:4].FC(F)(F)C(O)=O. The catalyst is ClCCl. The product is [CH3:1][O:2][C:3]([C:5]1[CH2:31][N:10]2[C:11]3[CH:12]=[C:13]([C:24]([OH:26])=[O:25])[CH:14]=[CH:15][C:16]=3[C:17]([CH:18]3[CH2:23][CH2:22][CH2:21][CH2:20][CH2:19]3)=[C:9]2[C:8]2[CH:32]=[CH:33][C:34]([O:36][CH3:37])=[CH:35][C:7]=2[CH:6]=1)=[O:4]. The yield is 0.890. (8) The reactants are [CH3:1][C:2]1[CH:3]=[C:4]([C:14](=O)[CH3:15])[CH:5]=[N:6][C:7]=1[O:8][CH2:9][C:10]([F:13])([F:12])[F:11].[CH3:17][C:18]([S@@:21]([NH2:23])=[O:22])([CH3:20])[CH3:19]. No catalyst specified. The product is [CH3:17][C:18]([S@@:21]([NH:23][CH:14]([C:4]1[CH:5]=[N:6][C:7]([O:8][CH2:9][C:10]([F:13])([F:12])[F:11])=[C:2]([CH3:1])[CH:3]=1)[CH3:15])=[O:22])([CH3:20])[CH3:19]. The yield is 0.830.